Task: Regression. Given two drug SMILES strings and cell line genomic features, predict the synergy score measuring deviation from expected non-interaction effect.. Dataset: NCI-60 drug combinations with 297,098 pairs across 59 cell lines (1) Drug 1: CC=C1C(=O)NC(C(=O)OC2CC(=O)NC(C(=O)NC(CSSCCC=C2)C(=O)N1)C(C)C)C(C)C. Drug 2: C1CNP(=O)(OC1)N(CCCl)CCCl. Cell line: SF-268. Synergy scores: CSS=44.0, Synergy_ZIP=2.19, Synergy_Bliss=2.58, Synergy_Loewe=-40.3, Synergy_HSA=0.835. (2) Drug 1: C1=CC=C(C(=C1)C(C2=CC=C(C=C2)Cl)C(Cl)Cl)Cl. Drug 2: C1CC(=O)NC(=O)C1N2C(=O)C3=CC=CC=C3C2=O. Cell line: UACC62. Synergy scores: CSS=0.292, Synergy_ZIP=1.59, Synergy_Bliss=3.83, Synergy_Loewe=0.760, Synergy_HSA=1.23. (3) Drug 2: C(CC(=O)O)C(=O)CN.Cl. Drug 1: CC1C(C(CC(O1)OC2CC(CC3=C2C(=C4C(=C3O)C(=O)C5=C(C4=O)C(=CC=C5)OC)O)(C(=O)CO)O)N)O.Cl. Synergy scores: CSS=50.2, Synergy_ZIP=-0.803, Synergy_Bliss=0.919, Synergy_Loewe=-35.9, Synergy_HSA=1.19. Cell line: SR. (4) Drug 1: CN(C)N=NC1=C(NC=N1)C(=O)N. Drug 2: CCCCCOC(=O)NC1=NC(=O)N(C=C1F)C2C(C(C(O2)C)O)O. Cell line: EKVX. Synergy scores: CSS=-9.64, Synergy_ZIP=2.72, Synergy_Bliss=-2.67, Synergy_Loewe=-4.06, Synergy_HSA=-6.81.